This data is from Forward reaction prediction with 1.9M reactions from USPTO patents (1976-2016). The task is: Predict the product of the given reaction. Given the reactants C[O:2][C:3](=[O:34])[CH2:4][CH2:5][C:6]1[CH:11]=[CH:10][C:9]([C:12]2[NH:16][C:15]3[CH:17]=[C:18]([C:21](=[O:33])[NH:22][C:23]4[CH:32]=[CH:31][C:30]5[C:25](=[CH:26][CH:27]=[CH:28][CH:29]=5)[N:24]=4)[CH:19]=[CH:20][C:14]=3[N:13]=2)=[CH:8][CH:7]=1.[OH-].[Na+].Cl, predict the reaction product. The product is: [N:24]1[C:25]2[C:30](=[CH:29][CH:28]=[CH:27][CH:26]=2)[CH:31]=[CH:32][C:23]=1[NH:22][C:21]([C:18]1[CH:19]=[CH:20][C:14]2[N:13]=[C:12]([C:9]3[CH:10]=[CH:11][C:6]([CH2:5][CH2:4][C:3]([OH:34])=[O:2])=[CH:7][CH:8]=3)[NH:16][C:15]=2[CH:17]=1)=[O:33].